From a dataset of Forward reaction prediction with 1.9M reactions from USPTO patents (1976-2016). Predict the product of the given reaction. (1) Given the reactants FC(F)(F)C(O)=O.C(OC([N:15]1[CH2:20][CH2:19][N:18]([C:21]2[C:22]3[C:36]([O:37][CH3:38])=[CH:35][N:34]=[CH:33][C:23]=3[N:24]=[C:25]([C:27]3[CH:32]=[CH:31][N:30]=[CH:29][CH:28]=3)[N:26]=2)[CH2:17][CH:16]1[C:39](=[O:49])[NH:40][CH2:41][CH2:42][C:43]1[CH:48]=[CH:47][CH:46]=[CH:45][CH:44]=1)=O)(C)(C)C, predict the reaction product. The product is: [CH2:41]([NH:40][C:39]([CH:16]1[CH2:17][N:18]([C:21]2[C:22]3[C:36]([O:37][CH3:38])=[CH:35][N:34]=[CH:33][C:23]=3[N:24]=[C:25]([C:27]3[CH:32]=[CH:31][N:30]=[CH:29][CH:28]=3)[N:26]=2)[CH2:19][CH2:20][NH:15]1)=[O:49])[CH2:42][C:43]1[CH:44]=[CH:45][CH:46]=[CH:47][CH:48]=1. (2) Given the reactants [Br:1][C:2]1[CH:3]=[C:4]2[C:8](=[CH:9][CH:10]=1)[NH:7][CH:6]=[C:5]2[C:11]#[N:12].C(=O)([O-])[O-].[Cs+].[Cs+].[CH2:19]([O:21][C:22](=[O:30])[C:23]1[CH:28]=[CH:27][C:26](F)=[CH:25][CH:24]=1)[CH3:20].O, predict the reaction product. The product is: [CH2:19]([O:21][C:22](=[O:30])[C:23]1[CH:28]=[CH:27][C:26]([N:7]2[C:8]3[C:4](=[CH:3][C:2]([Br:1])=[CH:10][CH:9]=3)[C:5]([C:11]#[N:12])=[CH:6]2)=[CH:25][CH:24]=1)[CH3:20]. (3) Given the reactants [Cl:1][C:2]1[CH:7]=[CH:6][C:5]([NH2:8])=[CH:4][C:3]=1[C:9]1[O:10][C:11]2[CH:17]=[CH:16][C:15]([CH3:18])=[CH:14][C:12]=2[N:13]=1.[CH3:19][O:20][C:21]1[CH:29]=[CH:28][C:24]([C:25](Cl)=[O:26])=[CH:23][CH:22]=1, predict the reaction product. The product is: [Cl:1][C:2]1[CH:7]=[CH:6][C:5]([NH:8][C:25](=[O:26])[C:24]2[CH:28]=[CH:29][C:21]([O:20][CH3:19])=[CH:22][CH:23]=2)=[CH:4][C:3]=1[C:9]1[O:10][C:11]2[CH:17]=[CH:16][C:15]([CH3:18])=[CH:14][C:12]=2[N:13]=1. (4) Given the reactants [OH:1][C@H:2]([CH2:8][C:9](=[O:11])[O-:10])[CH2:3][N+:4]([CH3:7])([CH3:6])[CH3:5].N[C@H](C(O)=O)CCCCN, predict the reaction product. The product is: [OH:1][CH:2]([CH2:8][C:9](=[O:10])[O-:11])[CH2:3][N+:4]([CH3:7])([CH3:5])[CH3:6]. (5) Given the reactants C([O-])([O-])=O.[K+].[K+].F[C:8]1[CH:13]=[C:12]([O:14][CH3:15])[CH:11]=[CH:10][C:9]=1[N+:16]([O-:18])=[O:17].Cl.[CH3:20][O:21][C:22]([C@H:24]1[CH2:29][CH2:28][C@H:27]([CH2:30][NH2:31])[CH2:26][CH2:25]1)=[O:23], predict the reaction product. The product is: [CH3:20][O:21][C:22]([C@H:24]1[CH2:29][CH2:28][C@H:27]([CH2:30][NH:31][C:8]2[CH:13]=[C:12]([O:14][CH3:15])[CH:11]=[CH:10][C:9]=2[N+:16]([O-:18])=[O:17])[CH2:26][CH2:25]1)=[O:23]. (6) Given the reactants [CH3:1][C:2]1([C:7]([OH:9])=O)[CH2:6][CH2:5][CH2:4][CH2:3]1.[CH:10]1[N:14]=[CH:13][N:12](C([N:12]2[CH:13]=[N:14][CH:10]=[CH:11]2)=O)[CH:11]=1, predict the reaction product. The product is: [N:12]1([C:7]([C:2]2([CH3:1])[CH2:3][CH2:4][CH2:5][CH2:6]2)=[O:9])[CH:11]=[CH:10][N:14]=[CH:13]1. (7) Given the reactants Cl[C:2]1[C:11]2[C:6](=[CH:7][CH:8]=[C:9]([Cl:12])[CH:10]=2)[N:5]=[CH:4][C:3]=1[C:13]([O:15][CH2:16][CH3:17])=[O:14].[NH2:18][C:19]1[CH:24]=[CH:23][C:22]([N:25]2[CH2:30][CH2:29][N:28]([C:31](=[O:34])[CH2:32][CH3:33])[CH2:27][CH2:26]2)=[C:21]([C:35]([F:38])([F:37])[F:36])[CH:20]=1.[OH-].[Na+], predict the reaction product. The product is: [Cl:12][C:9]1[CH:10]=[C:11]2[C:6](=[CH:7][CH:8]=1)[N:5]=[CH:4][C:3]([C:13]([O:15][CH2:16][CH3:17])=[O:14])=[C:2]2[NH:18][C:19]1[CH:24]=[CH:23][C:22]([N:25]2[CH2:30][CH2:29][N:28]([C:31](=[O:34])[CH2:32][CH3:33])[CH2:27][CH2:26]2)=[C:21]([C:35]([F:38])([F:37])[F:36])[CH:20]=1. (8) Given the reactants CC(C)=O.[Cl:5][C:6]1[CH:7]=[C:8]([CH:32]=[CH:33][CH:34]=1)[C:9]([N:11]=[C:12]([NH:23][C:24]1[CH:29]=[C:28]([F:30])[CH:27]=[C:26]([Cl:31])[CH:25]=1)[NH:13][C:14]1[CH:18]=[C:17]([C:19]([F:22])([F:21])[F:20])[NH:16][N:15]=1)=[O:10], predict the reaction product. The product is: [Cl:5][C:6]1[CH:7]=[C:8]([CH:32]=[CH:33][CH:34]=1)[C:9]([N:11]=[C:12]([NH:23][C:24]1[CH:29]=[C:28]([F:30])[CH:27]=[C:26]([Cl:31])[CH:25]=1)[NH:13][C:14]1[CH:18]=[C:17]([C:19]([F:22])([F:20])[F:21])[NH:16][N:15]=1)=[O:10]. (9) The product is: [Br:38][C:39]1[N:44]=[C:43]([N+:45]([O-:47])=[O:46])[C:42]([O:37][CH2:36][CH2:35][Br:34])=[CH:41][CH:40]=1. Given the reactants C1C=CC(P(C2C=CC=CC=2)C2C=CC=CC=2)=CC=1.CC(OC(/N=N/C(OC(C)C)=O)=O)C.[Br:34][CH2:35][CH2:36][OH:37].[Br:38][C:39]1[N:44]=[C:43]([N+:45]([O-:47])=[O:46])[C:42](O)=[CH:41][CH:40]=1, predict the reaction product.